This data is from Forward reaction prediction with 1.9M reactions from USPTO patents (1976-2016). The task is: Predict the product of the given reaction. Given the reactants [Cl:1][C:2]1[CH:24]=[CH:23][C:5]2[C:6]([CH2:9][O:10][C:11]3[CH:19]=[CH:18][CH:17]=[C:16]4[C:12]=3[CH:13]=[C:14]([C:20](O)=[O:21])[NH:15]4)=[CH:7][O:8][C:4]=2[CH:3]=1.[ClH:25].Cl.Cl.[C@H:28]1([CH2:38][N:39]2[CH2:44][CH2:43][CH:42]([NH2:45])[CH2:41][CH2:40]2)[C@@H:37]2[N:32]([CH2:33][CH2:34][CH2:35][CH2:36]2)[CH2:31][CH2:30][CH2:29]1, predict the reaction product. The product is: [ClH:1].[ClH:25].[C@H:28]1([CH2:38][N:39]2[CH2:44][CH2:43][CH:42]([NH:45][C:20]([C:14]3[NH:15][C:16]4[C:12]([CH:13]=3)=[C:11]([O:10][CH2:9][C:6]3[C:5]5[CH:23]=[CH:24][C:2]([Cl:1])=[CH:3][C:4]=5[O:8][CH:7]=3)[CH:19]=[CH:18][CH:17]=4)=[O:21])[CH2:41][CH2:40]2)[C@@H:37]2[N:32]([CH2:33][CH2:34][CH2:35][CH2:36]2)[CH2:31][CH2:30][CH2:29]1.